Dataset: Forward reaction prediction with 1.9M reactions from USPTO patents (1976-2016). Task: Predict the product of the given reaction. (1) Given the reactants [CH3:1][C:2]([CH3:14])([CH3:13])[CH2:3][CH2:4][C:5]([N:7]1[CH2:12][CH2:11][CH2:10][CH2:9][CH2:8]1)=O.C[SiH](C)O[SiH](C)C, predict the reaction product. The product is: [CH3:1][C:2]([CH3:14])([CH3:13])[CH2:3][CH:4]=[CH:5][N:7]1[CH2:12][CH2:11][CH2:10][CH2:9][CH2:8]1. (2) Given the reactants C1(C)C=CC(S([O:10][CH2:11][CH:12]2[CH2:21][CH2:20][C:15]3([O:19][CH2:18][CH2:17][O:16]3)[CH2:14][CH2:13]2)(=O)=O)=CC=1.[C:23]([O-])(=[S:25])[CH3:24].[K+].O, predict the reaction product. The product is: [C:23]([O:10][CH2:11][CH:12]1[CH2:13][CH2:14][C:15]2([O:16][CH2:17][CH2:18][O:19]2)[CH2:20][CH2:21]1)(=[S:25])[CH3:24]. (3) The product is: [OH:25][C:9]1[CH:23]=[CH:22][C:12]([O:13][C:14]2[CH:15]=[C:16]([CH:19]=[CH:20][CH:21]=2)[C:17]#[N:18])=[CH:11][CH:10]=1. Given the reactants CC1(C)C(C)(C)OB([C:9]2[CH:23]=[CH:22][C:12]([O:13][C:14]3[CH:15]=[C:16]([CH:19]=[CH:20][CH:21]=3)[C:17]#[N:18])=[CH:11][CH:10]=2)O1.[OH-:25].[Na+].OO, predict the reaction product. (4) Given the reactants [O:1]=[C:2]1[NH:6][C:5](=[O:7])[C:4](=[CH:8][C:9]2[CH:14]=[CH:13][C:12]([C:15]3[CH:20]=[CH:19][CH:18]=[C:17]([CH2:21][N:22]([CH3:30])[C:23](=[O:29])[O:24][C:25]([CH3:28])([CH3:27])[CH3:26])[CH:16]=3)=[CH:11][CH:10]=2)[S:3]1.[H][H], predict the reaction product. The product is: [O:1]=[C:2]1[NH:6][C:5](=[O:7])[CH:4]([CH2:8][C:9]2[CH:10]=[CH:11][C:12]([C:15]3[CH:20]=[CH:19][CH:18]=[C:17]([CH2:21][N:22]([CH3:30])[C:23](=[O:29])[O:24][C:25]([CH3:26])([CH3:28])[CH3:27])[CH:16]=3)=[CH:13][CH:14]=2)[S:3]1. (5) Given the reactants [Cl:1][C:2]1[C:11](Cl)=[N:10][C:9]2[C:4](=[CH:5][CH:6]=[CH:7][CH:8]=2)[N:3]=1.[CH3:13][O-:14].[Na+], predict the reaction product. The product is: [Cl:1][C:2]1[C:11]([O:14][CH3:13])=[N:10][C:9]2[C:4](=[CH:5][CH:6]=[CH:7][CH:8]=2)[N:3]=1. (6) Given the reactants C[Mg]Br.[CH2:4](OCC)C.[Cl:9][C:10]1[C:15]([CH:16]=[O:17])=[CH:14][N:13]=[C:12]2[N:18]([CH2:21][O:22][CH2:23][CH2:24][Si:25]([CH3:28])([CH3:27])[CH3:26])[CH:19]=[CH:20][C:11]=12.O.[Cl-].[NH4+], predict the reaction product. The product is: [Cl:9][C:10]1[C:15]([C:16](=[O:17])[CH3:4])=[CH:14][N:13]=[C:12]2[N:18]([CH2:21][O:22][CH2:23][CH2:24][Si:25]([CH3:28])([CH3:27])[CH3:26])[CH:19]=[CH:20][C:11]=12. (7) The product is: [F:1][C:2]1[CH:3]=[C:4]2[C:12](=[CH:13][CH:14]=1)[NH:11][C:10]1[CH:9]([C:15]3[CH:20]=[CH:19][C:18]([CH3:21])=[CH:17][CH:16]=3)[N:8]([C:23]([O:25][CH2:26][C:27]3[CH:32]=[CH:31][CH:30]=[CH:29][CH:28]=3)=[O:24])[CH2:7][CH2:6][C:5]2=1. Given the reactants [F:1][C:2]1[CH:3]=[C:4]2[C:12](=[CH:13][CH:14]=1)[NH:11][C:10]1[CH:9]([C:15]3[CH:20]=[CH:19][C:18]([CH3:21])=[CH:17][CH:16]=3)[NH:8][CH2:7][CH2:6][C:5]2=1.Cl[C:23]([O:25][CH2:26][C:27]1[CH:32]=[CH:31][CH:30]=[CH:29][CH:28]=1)=[O:24], predict the reaction product. (8) Given the reactants [O-]CC.[Na+].Cl[C:6]1[N:7]([CH2:14][CH2:15][C@H:16]([OH:29])[CH2:17][O:18]S(C2C=CC(C)=CC=2)(=O)=O)[CH:8]=[C:9]([N+:11]([O-:13])=[O:12])[N:10]=1.[C:30]([O:34][C:35]([N:37]1[CH2:42][CH2:41][N:40]([C:43]2[CH:48]=[CH:47][C:46](O)=[CH:45][CH:44]=2)[CH2:39][CH2:38]1)=[O:36])([CH3:33])([CH3:32])[CH3:31].P([O-])([O-])([O-])=O.[K+].[K+].[K+], predict the reaction product. The product is: [C:30]([O:34][C:35]([N:37]1[CH2:42][CH2:41][N:40]([C:43]2[CH:48]=[CH:47][C:46]([O:18][CH2:17][C@H:16]3[O:29][C:6]4=[N:10][C:9]([N+:11]([O-:13])=[O:12])=[CH:8][N:7]4[CH2:14][CH2:15]3)=[CH:45][CH:44]=2)[CH2:39][CH2:38]1)=[O:36])([CH3:33])([CH3:31])[CH3:32]. (9) Given the reactants [Cl:1][C:2]1[CH:3]=[CH:4][C:5]([NH:18][CH2:19][CH:20]2[CH2:25][CH2:24][NH:23][CH2:22][CH2:21]2)=[C:6]([CH:17]=1)[C:7]([NH:9][C:10]1[CH:15]=[CH:14][C:13]([Cl:16])=[CH:12][N:11]=1)=[O:8].Br[CH2:27][C:28]([O:30][CH2:31][CH3:32])=[O:29].C(N(CC)CC)C, predict the reaction product. The product is: [Cl:1][C:2]1[CH:3]=[CH:4][C:5]([NH:18][CH2:19][CH:20]2[CH2:21][CH2:22][N:23]([CH2:27][C:28]([O:30][CH2:31][CH3:32])=[O:29])[CH2:24][CH2:25]2)=[C:6]([CH:17]=1)[C:7]([NH:9][C:10]1[CH:15]=[CH:14][C:13]([Cl:16])=[CH:12][N:11]=1)=[O:8]. (10) Given the reactants [F:1][C:2]1[CH:7]=[CH:6][C:5]([OH:8])=[CH:4][CH:3]=1.C(N(CC)CC)C.[CH3:16][O:17][C:18]1[CH:26]=[CH:25][C:21]([C:22](Cl)=[O:23])=[CH:20][CH:19]=1, predict the reaction product. The product is: [F:1][C:2]1[CH:7]=[CH:6][C:5]([O:8][C:22](=[O:23])[C:21]2[CH:25]=[CH:26][C:18]([O:17][CH3:16])=[CH:19][CH:20]=2)=[CH:4][CH:3]=1.